This data is from Full USPTO retrosynthesis dataset with 1.9M reactions from patents (1976-2016). The task is: Predict the reactants needed to synthesize the given product. (1) Given the product [OH:8][C:5]1[CH:6]=[CH:7][C:2]([NH:1][C:11](=[O:12])[CH2:10][SH:9])=[CH:3][CH:4]=1, predict the reactants needed to synthesize it. The reactants are: [NH2:1][C:2]1[CH:7]=[CH:6][C:5]([OH:8])=[CH:4][CH:3]=1.[SH:9][CH2:10][C:11](O)=[O:12]. (2) Given the product [CH3:1][N:2]1[C:10]2[C:5](=[CH:6][CH:7]=[CH:8][CH:9]=2)[CH:4]=[C:3]1[C:11]1[CH:12]=[C:13]([CH2:17][NH:18][S:21]([CH2:19][CH3:20])(=[O:23])=[O:22])[CH:14]=[N:15][CH:16]=1, predict the reactants needed to synthesize it. The reactants are: [CH3:1][N:2]1[C:10]2[C:5](=[CH:6][CH:7]=[CH:8][CH:9]=2)[CH:4]=[C:3]1[C:11]1[CH:12]=[C:13]([CH2:17][NH2:18])[CH:14]=[N:15][CH:16]=1.[CH2:19]([S:21](Cl)(=[O:23])=[O:22])[CH3:20].